Dataset: Forward reaction prediction with 1.9M reactions from USPTO patents (1976-2016). Task: Predict the product of the given reaction. (1) Given the reactants [C@@:1]12([OH:10])[N:8]([CH3:9])[C@@H:5]([CH2:6][CH2:7]1)[CH2:4][CH:3]=[CH:2]2.[F:11][CH:12]([F:30])[C:13]1([C:27]([OH:29])=[O:28])[C:26]2[CH:25]=[CH:24][CH:23]=[CH:22][C:21]=2[O:20][C:19]2[C:14]1=[CH:15][CH:16]=[CH:17][CH:18]=2.CBr, predict the reaction product. The product is: [C@@:1]12([OH:10])[N:8]([CH3:9])[C@@H:5]([CH2:6][CH2:7]1)[CH2:4][CH:3]=[CH:2]2.[F:30][CH:12]([F:11])[C:13]1([C:27]([O-:29])=[O:28])[C:26]2[CH:25]=[CH:24][CH:23]=[CH:22][C:21]=2[O:20][C:19]2[C:14]1=[CH:15][CH:16]=[CH:17][CH:18]=2. (2) Given the reactants Cl.[S:2]1[C:6]([C:7]2([N:17]([CH3:19])[CH3:18])[CH2:16][CH2:15][C:10]3(OCC[O:11]3)[CH2:9][CH2:8]2)=[CH:5][C:4]2[CH:20]=[CH:21][CH:22]=[CH:23][C:3]1=2.Cl, predict the reaction product. The product is: [S:2]1[C:6]([C:7]2([N:17]([CH3:18])[CH3:19])[CH2:16][CH2:15][C:10](=[O:11])[CH2:9][CH2:8]2)=[CH:5][C:4]2[CH:20]=[CH:21][CH:22]=[CH:23][C:3]1=2. (3) Given the reactants [CH3:1][O:2][C:3]1[CH:4]=[C:5]([OH:10])[CH:6]=[C:7]([CH3:9])[CH:8]=1.N12CCN(CC1)CC2.[CH3:19][N:20]([CH3:24])[C:21](Cl)=[S:22].CCOCC, predict the reaction product. The product is: [CH3:19][N:20]([CH3:24])[C:21](=[S:22])[O:10][C:5]1[CH:6]=[C:7]([CH3:9])[CH:8]=[C:3]([O:2][CH3:1])[CH:4]=1. (4) Given the reactants [Br:1][C:2]1[CH:7]=[CH:6][C:5]([CH:8]([NH:10][CH2:11][C:12]2[CH:13]=[N:14][CH:15]=[CH:16][CH:17]=2)[CH3:9])=[CH:4][CH:3]=1.[F:18][C:19]([F:26])([F:25])[CH2:20][S:21](Cl)(=[O:23])=[O:22], predict the reaction product. The product is: [Br:1][C:2]1[CH:7]=[CH:6][C:5]([CH:8]([N:10]([CH2:11][C:12]2[CH:13]=[N:14][CH:15]=[CH:16][CH:17]=2)[S:21]([CH2:20][C:19]([F:26])([F:25])[F:18])(=[O:23])=[O:22])[CH3:9])=[CH:4][CH:3]=1. (5) Given the reactants [CH3:1][O:2][C:3](=[O:12])[C:4]1[CH:9]=[C:8]([Cl:10])[CH:7]=[CH:6][C:5]=1[NH2:11].CO[C:15]([CH3:17])=[CH2:16].C(O)(=O)C.C(O[BH-](OC(=O)C)OC(=O)C)(=O)C.[Na+].[OH-].[Na+], predict the reaction product. The product is: [CH3:1][O:2][C:3](=[O:12])[C:4]1[CH:9]=[C:8]([Cl:10])[CH:7]=[CH:6][C:5]=1[NH:11][CH:15]([CH3:17])[CH3:16]. (6) Given the reactants Br[C:2]1[CH:3]=[C:4]2[C:8](=[C:9]([C:11]([NH:13][CH2:14][C:15]3[C:16](=[O:23])[NH:17][C:18]([CH3:22])=[CH:19][C:20]=3[CH3:21])=[O:12])[CH:10]=1)[N:7]([CH3:24])[CH:6]=[C:5]2[CH:25]([CH3:27])[CH3:26].C([O-])(=O)C.[K+].[B:33]1([B:33]2[O:37][C:36]([CH3:39])([CH3:38])[C:35]([CH3:41])([CH3:40])[O:34]2)[O:37][C:36]([CH3:39])([CH3:38])[C:35]([CH3:41])([CH3:40])[O:34]1, predict the reaction product. The product is: [CH3:21][C:20]1[CH:19]=[C:18]([CH3:22])[NH:17][C:16](=[O:23])[C:15]=1[CH2:14][NH:13][C:11]([C:9]1[CH:10]=[C:2]([B:33]2[O:37][C:36]([CH3:39])([CH3:38])[C:35]([CH3:41])([CH3:40])[O:34]2)[CH:3]=[C:4]2[C:8]=1[N:7]([CH3:24])[CH:6]=[C:5]2[CH:25]([CH3:27])[CH3:26])=[O:12]. (7) Given the reactants [F:1][C:2]([F:18])([F:17])[CH2:3][NH:4][CH:5]1[CH2:11][CH2:10][C:9]2[CH:12]=[C:13]([NH2:16])[CH:14]=[CH:15][C:8]=2[CH2:7][CH2:6]1.CC1(C)[C@]2(CS(O)(=O)=O)C(C[C@H]1CC2)=O.Cl[C:35]1[N:40]=[C:39]([NH:41][C:42]2[CH:47]=[CH:46][CH:45]=[CH:44][C:43]=2[C:48]2[N:49]([CH3:53])[CH:50]=[CH:51][N:52]=2)[C:38]([Cl:54])=[CH:37][N:36]=1, predict the reaction product. The product is: [Cl:54][C:38]1[C:39]([NH:41][C:42]2[CH:47]=[CH:46][CH:45]=[CH:44][C:43]=2[C:48]2[N:49]([CH3:53])[CH:50]=[CH:51][N:52]=2)=[N:40][C:35]([NH:16][C:13]2[CH:14]=[CH:15][C:8]3[CH2:7][CH2:6][CH:5]([NH:4][CH2:3][C:2]([F:17])([F:18])[F:1])[CH2:11][CH2:10][C:9]=3[CH:12]=2)=[N:36][CH:37]=1. (8) Given the reactants [I:1][C:2]1[CH:7]=[C:6]([O:8][CH3:9])[C:5]([OH:10])=[C:4]([O:11][CH3:12])[CH:3]=1.[CH2:13](I)[CH3:14].[H-].[Na+].Cl, predict the reaction product. The product is: [CH2:13]([O:10][C:5]1[C:4]([O:11][CH3:12])=[CH:3][C:2]([I:1])=[CH:7][C:6]=1[O:8][CH3:9])[CH3:14]. (9) Given the reactants [CH3:1][C:2]1[S:6][N:5]=[N:4][C:3]=1[C:7](=[N:14][O:15][CH2:16][C:17]1[N:18]=[C:19]([NH2:22])[S:20][CH:21]=1)[C:8]1[CH:13]=[CH:12][CH:11]=[CH:10][CH:9]=1.N1C=CC=CC=1.[O:29]1[C:34]2[CH:35]=[CH:36][CH:37]=[CH:38][C:33]=2[O:32][CH2:31][CH:30]1[C:39](Cl)=[O:40].C(=O)(O)[O-].[Na+], predict the reaction product. The product is: [CH3:1][C:2]1[S:6][N:5]=[N:4][C:3]=1[C:7](=[N:14][O:15][CH2:16][C:17]1[N:18]=[C:19]([NH:22][C:39]([CH:30]2[O:29][C:34]3[CH:35]=[CH:36][CH:37]=[CH:38][C:33]=3[O:32][CH2:31]2)=[O:40])[S:20][CH:21]=1)[C:8]1[CH:9]=[CH:10][CH:11]=[CH:12][CH:13]=1. (10) Given the reactants C[O:2][C:3](=[O:24])[C:4]1[CH:9]=[C:8]([C:10]2[S:11][CH:12]=[C:13]([C:15]3[CH:20]=[CH:19][C:18]([Cl:21])=[C:17]([Cl:22])[CH:16]=3)[N:14]=2)[CH:7]=[CH:6][C:5]=1Br.[CH:25]([C:27]1[CH:32]=[CH:31][CH:30]=[CH:29][C:28]=1B(O)O)=[O:26], predict the reaction product. The product is: [Cl:22][C:17]1[CH:16]=[C:15]([C:13]2[N:14]=[C:10]([C:8]3[CH:9]=[C:4]([C:3]([OH:2])=[O:24])[C:5]([C:28]4[CH:29]=[CH:30][CH:31]=[CH:32][C:27]=4[CH:25]=[O:26])=[CH:6][CH:7]=3)[S:11][CH:12]=2)[CH:20]=[CH:19][C:18]=1[Cl:21].